Task: Regression/Classification. Given a drug SMILES string, predict its absorption, distribution, metabolism, or excretion properties. Task type varies by dataset: regression for continuous measurements (e.g., permeability, clearance, half-life) or binary classification for categorical outcomes (e.g., BBB penetration, CYP inhibition). Dataset: cyp3a4_veith.. Dataset: CYP3A4 inhibition data for predicting drug metabolism from PubChem BioAssay (1) The compound is COc1ccc2[nH]cc(CCNc3ncnc4ccc(-c5cccnc5)cc34)c2c1. The result is 1 (inhibitor). (2) The drug is c1ccc(C[N+]23CN4CN(CN(C4)C2)C3)cc1. The result is 0 (non-inhibitor). (3) The compound is COc1ccc(OCC(=O)Nc2ccc(Cl)cc2C(=O)c2ccccc2)cc1. The result is 1 (inhibitor). (4) The drug is O=C(NCc1cccnc1)/C(=C/c1ccc(-c2cccc(Cl)c2)o1)S(=O)(=O)c1ccccc1. The result is 1 (inhibitor).